Dataset: Full USPTO retrosynthesis dataset with 1.9M reactions from patents (1976-2016). Task: Predict the reactants needed to synthesize the given product. (1) Given the product [Br:26][C:10]1[N:9]=[C:8]([C:5]2[CH:6]=[CH:7][C:2]([F:1])=[CH:3][CH:4]=2)[S:12][N:11]=1, predict the reactants needed to synthesize it. The reactants are: [F:1][C:2]1[CH:7]=[CH:6][C:5]([C:8]2[S:12][N:11]=[C:10](C(=O)C)[N:9]=2)=[CH:4][CH:3]=1.FC1C=CC(B(O)O)=CC=1.[Br:26]C1N=C(Cl)SN=1. (2) The reactants are: [CH3:1][C:2]([NH:9][S:10]([CH:13]=[CH2:14])(=[O:12])=[O:11])([CH3:8])[CH2:3][C:4]([CH3:7])([CH3:6])[CH3:5].[Cl:15][C:16]1[C:21](I)=[CH:20][CH:19]=[CH:18][C:17]=1OC.C1(P(C2C=CC=CC=2)C2C=CC=CC=2)C=CC=CC=1.C(N(CC)CC)C. Given the product [CH3:8][C:2]([NH:9][S:10](/[CH:13]=[CH:14]/[C:17]1[CH:18]=[CH:19][CH:20]=[CH:21][C:16]=1[Cl:15])(=[O:12])=[O:11])([CH3:1])[CH2:3][C:4]([CH3:5])([CH3:6])[CH3:7], predict the reactants needed to synthesize it. (3) Given the product [CH3:6][C:7](=[CH:10][CH2:11][CH3:12])[C@@H:8]([OH:9])[CH2:2][CH3:3], predict the reactants needed to synthesize it. The reactants are: [Zn](CC)[CH2:2][CH3:3].[CH3:6][C:7](=[CH:10][CH2:11][CH3:12])[CH:8]=[O:9]. (4) Given the product [Cl:1][C:2]1[CH:7]=[CH:6][C:5]([C:8](=[O:26])[CH2:9][CH2:10][C:11]2[CH:16]=[CH:15][C:14]([S:17]([NH:20][CH2:21][C:22]([OH:25])([CH3:24])[CH3:23])(=[O:19])=[O:18])=[CH:13][CH:12]=2)=[C:4]([NH:27][C:28]2[CH:29]=[CH:30][CH:31]=[CH:32][CH:33]=2)[CH:3]=1, predict the reactants needed to synthesize it. The reactants are: [Cl:1][C:2]1[CH:7]=[CH:6][C:5]([C:8](=[O:26])[CH:9]=[CH:10][C:11]2[CH:16]=[CH:15][C:14]([S:17]([NH:20][CH2:21][C:22]([OH:25])([CH3:24])[CH3:23])(=[O:19])=[O:18])=[CH:13][CH:12]=2)=[C:4]([NH:27][C:28]2[CH:33]=[CH:32][CH:31]=[CH:30][CH:29]=2)[CH:3]=1.